Dataset: NCI-60 drug combinations with 297,098 pairs across 59 cell lines. Task: Regression. Given two drug SMILES strings and cell line genomic features, predict the synergy score measuring deviation from expected non-interaction effect. Drug 1: CC1=CC=C(C=C1)C2=CC(=NN2C3=CC=C(C=C3)S(=O)(=O)N)C(F)(F)F. Drug 2: C1=CC=C(C(=C1)C(C2=CC=C(C=C2)Cl)C(Cl)Cl)Cl. Cell line: KM12. Synergy scores: CSS=0.240, Synergy_ZIP=-1.48, Synergy_Bliss=-8.29, Synergy_Loewe=-2.99, Synergy_HSA=-8.70.